This data is from Forward reaction prediction with 1.9M reactions from USPTO patents (1976-2016). The task is: Predict the product of the given reaction. (1) Given the reactants C(OC(=O)[NH:7][C@H:8]1[CH2:13][CH2:12][CH2:11][C@@H:10]([C:14]([N:16]2[CH2:21][CH2:20][CH:19]([OH:22])[CH2:18][CH2:17]2)=[O:15])[CH2:9]1)(C)(C)C.[ClH:24], predict the reaction product. The product is: [ClH:24].[NH2:7][C@H:8]1[CH2:13][CH2:12][CH2:11][C@@H:10]([C:14]([N:16]2[CH2:21][CH2:20][CH:19]([OH:22])[CH2:18][CH2:17]2)=[O:15])[CH2:9]1. (2) Given the reactants [NH:1]([C:7]([O:9][C:10]([CH3:13])([CH3:12])[CH3:11])=[O:8])[C@@H:2]([C:4](O)=[O:5])[CH3:3].B.C1COCC1, predict the reaction product. The product is: [C:10]([O:9][C:7](=[O:8])[NH:1][C@@H:2]([CH3:3])[CH2:4][OH:5])([CH3:13])([CH3:11])[CH3:12].